This data is from Acute oral toxicity (LD50) regression data from Zhu et al.. The task is: Regression/Classification. Given a drug SMILES string, predict its toxicity properties. Task type varies by dataset: regression for continuous values (e.g., LD50, hERG inhibition percentage) or binary classification for toxic/non-toxic outcomes (e.g., AMES mutagenicity, cardiotoxicity, hepatotoxicity). Dataset: ld50_zhu. (1) The rat oral LD50 is 3.80, given as -log10 of the dose in mol/kg body weight (higher means more acutely toxic). The molecule is CCC(C)c1cc(OC(=O)NC)ccc1C. (2) The compound is O=C1CN=C(c2ccccc2Cl)c2cc(Cl)ccc2N1. The rat oral LD50 is 2.18, given as -log10 of the dose in mol/kg body weight (higher means more acutely toxic). (3) The molecule is CN1CCC(CN2c3ccccc3Sc3ccccc32)C1. The rat oral LD50 is 3.26, given as -log10 of the dose in mol/kg body weight (higher means more acutely toxic). (4) The molecule is N#CN=c1ccccn1Cc1c(Cl)cccc1Cl. The rat oral LD50 is 2.75, given as -log10 of the dose in mol/kg body weight (higher means more acutely toxic).